From a dataset of Full USPTO retrosynthesis dataset with 1.9M reactions from patents (1976-2016). Predict the reactants needed to synthesize the given product. Given the product [F:28][C:27]([F:30])([F:29])[C:22]1[C:21]2[C:25](=[CH:26][C:18]([C:12]([OH:14])=[O:13])=[CH:19][CH:20]=2)[NH:24][N:23]=1, predict the reactants needed to synthesize it. The reactants are: FC(F)(F)C1C=C([C:12]([OH:14])=[O:13])C=C2C=1NN=C2.Br[C:18]1[CH:26]=[C:25]2[C:21]([C:22]([C:27]([F:30])([F:29])[F:28])=[N:23][NH:24]2)=[CH:20][CH:19]=1.